From a dataset of Reaction yield outcomes from USPTO patents with 853,638 reactions. Predict the reaction yield, written as a fraction of the theoretical maximum amount of product (1.0 means a 100% yield; for example, 0.34 means a 34% yield). (1) The reactants are [I:1][C:2]1[CH:7]=[CH:6][C:5]([CH2:8][CH2:9][NH2:10])=[CH:4][CH:3]=1.[CH3:11][O:12][C:13](=[O:25])[C:14]1[CH:19]=[C:18]([S:20](Cl)(=[O:22])=[O:21])[CH:17]=[CH:16][C:15]=1[CH3:24]. No catalyst specified. The product is [CH3:11][O:12][C:13](=[O:25])[C:14]1[CH:19]=[C:18]([S:20](=[O:21])(=[O:22])[NH:10][CH2:9][CH2:8][C:5]2[CH:6]=[CH:7][C:2]([I:1])=[CH:3][CH:4]=2)[CH:17]=[CH:16][C:15]=1[CH3:24]. The yield is 0.450. (2) The reactants are [CH3:1][C:2]1[C:3](=O)[C:4]2[C:21]([C:22](=O)[C:23]=1[CH3:24])=[CH:20][C:19]1[C:6](=[CH:7][C:8]3[C:17]([CH:18]=1)=[CH:16][C:15]1[C:14](=O)[C:13]([CH3:27])=[C:12]([CH3:28])[C:11](=O)[C:10]=1[CH:9]=3)[CH:5]=2.[NH2:31][C:32]1[CH:37]=[CH:36][CH:35]=[CH:34][CH:33]=1.[N:38]12[CH2:45][CH2:44]N(CC1)CC2. The catalyst is ClC1C=CC=CC=1.Cl[Ti](Cl)(Cl)Cl. The product is [C:32]1([N:31]=[C:11]2[C:10]3[C:15](=[CH:16][C:17]4[C:8]([CH:9]=3)=[CH:7][C:6]3[C:19](=[CH:20][C:21]5[C:22](=[N:31][C:32]6[CH:37]=[CH:36][CH:35]=[CH:34][CH:33]=6)[C:23]([CH3:24])=[C:2]([CH3:1])[C:3](=[N:31][C:32]6[CH:37]=[CH:36][CH:35]=[CH:34][CH:33]=6)[C:4]=5[CH:5]=3)[CH:18]=4)[C:14](=[N:38][C:45]3[CH:44]=[CH:22][CH:23]=[CH:2][CH:1]=3)[C:13]([CH3:27])=[C:12]2[CH3:28])[CH:37]=[CH:36][CH:35]=[CH:34][CH:33]=1. The yield is 0.250. (3) The reactants are [Br:1][C:2]1[CH:7]=[CH:6][C:5]([Br:8])=[CH:4][CH:3]=1.[Cl:9][S:10](O)(=[O:12])=[O:11]. No catalyst specified. The product is [Br:1][C:2]1[CH:7]=[CH:6][C:5]([Br:8])=[CH:4][C:3]=1[S:10]([Cl:9])(=[O:12])=[O:11]. The yield is 0.790. (4) The catalyst is C(O)(C(F)(F)F)=O.C(Cl)Cl. The reactants are [Cl:1][C:2]1[CH:3]=[C:4]([C@H:8]([O:22][CH2:23][CH2:24][NH:25][C:26]([O:28][CH3:29])=[O:27])[C@@H:9]2[CH2:14][CH2:13][CH2:12][N:11](C(OC(C)(C)C)=O)[CH2:10]2)[CH:5]=[CH:6][CH:7]=1.C(=O)(O)[O-].[Na+]. The yield is 1.00. The product is [Cl:1][C:2]1[CH:3]=[C:4]([C@@H:8]([C@@H:9]2[CH2:14][CH2:13][CH2:12][NH:11][CH2:10]2)[O:22][CH2:23][CH2:24][NH:25][C:26](=[O:27])[O:28][CH3:29])[CH:5]=[CH:6][CH:7]=1. (5) The reactants are OC(C(F)(F)F)=O.[CH3:8][N:9]1[CH:13]([C:14]([OH:16])=O)[CH2:12][N:11]([C:17]2[CH:18]=[N:19][C:20]([O:23][CH3:24])=[CH:21][CH:22]=2)[C:10]1=[O:25].C(N1CCOCC1)C.O.ON1C2C=CC=CC=2N=N1.Cl.C(N=C=NCCCN(C)C)C.[Cl:57][C:58]1[CH:63]=[C:62]([Cl:64])[CH:61]=[CH:60][C:59]=1[CH2:65][NH2:66]. The catalyst is ClCCl. The product is [Cl:57][C:58]1[CH:63]=[C:62]([Cl:64])[CH:61]=[CH:60][C:59]=1[CH2:65][NH:66][C:14]([CH:13]1[CH2:12][N:11]([C:17]2[CH:18]=[N:19][C:20]([O:23][CH3:24])=[CH:21][CH:22]=2)[C:10](=[O:25])[N:9]1[CH3:8])=[O:16]. The yield is 0.599. (6) The reactants are [Br:1][C:2]1[CH:7]=[CH:6][C:5]([CH:8]([C:14]([O:16][CH2:17][CH3:18])=[O:15])[C:9]([O:11][CH2:12][CH3:13])=[O:10])=[CH:4][CH:3]=1.[H-].[Na+].I[CH3:22]. The catalyst is C1COCC1. The product is [Br:1][C:2]1[CH:7]=[CH:6][C:5]([C:8]([CH3:22])([C:9]([O:11][CH2:12][CH3:13])=[O:10])[C:14]([O:16][CH2:17][CH3:18])=[O:15])=[CH:4][CH:3]=1. The yield is 0.550.